The task is: Predict the product of the given reaction.. This data is from Forward reaction prediction with 1.9M reactions from USPTO patents (1976-2016). Given the reactants [N:1]1[CH:6]=[CH:5][CH:4]=[CH:3][C:2]=1[N:7]1[CH2:11][CH2:10][NH:9][C:8]1=[O:12].Br[CH2:14][C:15]([O:17][C:18]([CH3:21])([CH3:20])[CH3:19])=[O:16].[H-].[Na+], predict the reaction product. The product is: [O:12]=[C:8]1[N:7]([C:2]2[CH:3]=[CH:4][CH:5]=[CH:6][N:1]=2)[CH2:11][CH2:10][N:9]1[CH2:14][C:15]([O:17][C:18]([CH3:21])([CH3:20])[CH3:19])=[O:16].